Dataset: Tyrosyl-DNA phosphodiesterase HTS with 341,365 compounds. Task: Binary Classification. Given a drug SMILES string, predict its activity (active/inactive) in a high-throughput screening assay against a specified biological target. (1) The drug is O1CCN(CC1)C(=O)COc1c(=O)cc(oc1)CN1CCc2c(C1)cccc2. The result is 0 (inactive). (2) The result is 0 (inactive). The molecule is s1nnnc1Nc1ccc(cc1)C. (3) The compound is o1c2c(C(N(C2=O)C)c2ccncc2)c(=O)c2c1cccc2. The result is 0 (inactive).